Dataset: Forward reaction prediction with 1.9M reactions from USPTO patents (1976-2016). Task: Predict the product of the given reaction. (1) Given the reactants [NH2:1][C:2]1[CH:3]=[N:4][CH:5]=[CH:6][C:7]=1[N:8]1[CH2:13][C@H:12]([CH3:14])[CH2:11][C@H:10]([NH:15]C(=O)OC(C)(C)C)[CH2:9]1.C(OC([NH:30][C:31]1[O:39][C:38]2[C:33](=[N:34][CH:35]=[C:36]([C:40]3[CH:41]=[N:42][C:43]([C:46]([NH:48][CH3:49])=[O:47])=[CH:44][CH:45]=3)[CH:37]=2)[C:32]=1[C:50](O)=[O:51])=O)(C)(C)C, predict the reaction product. The product is: [NH2:30][C:31]1[O:39][C:38]2[C:33](=[N:34][CH:35]=[C:36]([C:40]3[CH:41]=[N:42][C:43]([C:46](=[O:47])[NH:48][CH3:49])=[CH:44][CH:45]=3)[CH:37]=2)[C:32]=1[C:50]([NH:1][C:2]1[CH:3]=[N:4][CH:5]=[CH:6][C:7]=1[N:8]1[CH2:13][C@H:12]([CH3:14])[CH2:11][C@H:10]([NH2:15])[CH2:9]1)=[O:51]. (2) Given the reactants [NH2:1][C:2]1[CH:3]=[N:4][N:5]([CH2:7][C:8]([NH:10][C:11]2[CH:16]=[CH:15][CH:14]=[C:13]([F:17])[CH:12]=2)=[O:9])[CH:6]=1.[C:18]([O:21][C:22]1[CH:31]=[C:30]2[C:25]([C:26](Cl)=[N:27][CH:28]=[N:29]2)=[CH:24][C:23]=1[O:33][CH3:34])(=[O:20])[CH3:19], predict the reaction product. The product is: [C:18]([O:21][C:22]1[CH:31]=[C:30]2[C:25]([C:26]([NH:1][C:2]3[CH:3]=[N:4][N:5]([CH2:7][C:8]([NH:10][C:11]4[CH:16]=[CH:15][CH:14]=[C:13]([F:17])[CH:12]=4)=[O:9])[CH:6]=3)=[N:27][CH:28]=[N:29]2)=[CH:24][C:23]=1[O:33][CH3:34])(=[O:20])[CH3:19].[F:17][C:13]1[CH:12]=[C:11]([NH:10][C:8](=[O:9])[CH2:7][N:5]2[CH:6]=[C:2]([NH:1][C:26]3[C:25]4[C:30](=[CH:31][C:22]([OH:21])=[C:23]([O:33][CH3:34])[CH:24]=4)[N:29]=[CH:28][N:27]=3)[CH:3]=[N:4]2)[CH:16]=[CH:15][CH:14]=1. (3) Given the reactants [CH:1]1([C@@H:7]([NH:9][C:10]2[S:11][C:12]3[CH:18]=[C:17]([O:19]C)[CH:16]=[CH:15][C:13]=3[N:14]=2)[CH3:8])[CH2:6][CH2:5][CH2:4][CH2:3][CH2:2]1.B(Br)(Br)Br, predict the reaction product. The product is: [CH:1]1([C@@H:7]([NH:9][C:10]2[S:11][C:12]3[CH:18]=[C:17]([OH:19])[CH:16]=[CH:15][C:13]=3[N:14]=2)[CH3:8])[CH2:6][CH2:5][CH2:4][CH2:3][CH2:2]1. (4) Given the reactants [N:1]1[C:10]2[C:5](=[CH:6][CH:7]=[CH:8][CH:9]=2)[CH:4]=[C:3](/[CH:11]=[CH:12]/[C:13]2[CH:22]=[CH:21][C:16]([C:17]([O:19]C)=[O:18])=[CH:15][CH:14]=2)[CH:2]=1.O.[OH-].[Na+].Cl, predict the reaction product. The product is: [N:1]1[C:10]2[C:5](=[CH:6][CH:7]=[CH:8][CH:9]=2)[CH:4]=[C:3](/[CH:11]=[CH:12]/[C:13]2[CH:22]=[CH:21][C:16]([C:17]([OH:19])=[O:18])=[CH:15][CH:14]=2)[CH:2]=1. (5) Given the reactants [C:1]([C:9]1[C:13]2[CH:14]=[CH:15][CH:16]=[CH:17][C:12]=2[O:11][C:10]=1[C:18]1[CH:19]=[C:20]2[C:25](=[CH:26][CH:27]=1)[C:24]([Br:28])=[C:23]([O:29][CH2:30][C:31]#[N:32])[CH:22]=[CH:21]2)(=[O:8])[C:2]1[CH:7]=[CH:6][CH:5]=[CH:4][CH:3]=1.[N-:33]=[N+:34]=[N-:35].[Na+].[NH4+].[Cl-], predict the reaction product. The product is: [Br:28][C:24]1[C:23]([O:29][CH2:30][C:31]2[NH:35][N:34]=[N:33][N:32]=2)=[CH:22][CH:21]=[C:20]2[C:25]=1[CH:26]=[CH:27][C:18]([C:10]1[O:11][C:12]3[CH:17]=[CH:16][CH:15]=[CH:14][C:13]=3[C:9]=1[C:1]([C:2]1[CH:3]=[CH:4][CH:5]=[CH:6][CH:7]=1)=[O:8])=[CH:19]2.